Dataset: Catalyst prediction with 721,799 reactions and 888 catalyst types from USPTO. Task: Predict which catalyst facilitates the given reaction. (1) Reactant: [OH:1][CH:2]1[CH2:7][CH2:6][NH:5][CH2:4][CH2:3]1.[OH-].[Na+].Br[CH2:11][CH2:12][CH2:13][Cl:14]. Product: [Cl:14][CH2:13][CH2:12][CH2:11][N:5]1[CH2:6][CH2:7][CH:2]([OH:1])[CH2:3][CH2:4]1. The catalyst class is: 21. (2) Reactant: [F:1][CH2:2][CH2:3][O:4][C:5]1[CH:10]=[CH:9][C:8]([C:11]2[O:12][C:13]3[C:18]([C:19](=[O:25])[C:20]=2[O:21]COC)=[CH:17][CH:16]=[C:15]([O:26]COC)[CH:14]=3)=[CH:7][C:6]=1[O:30]COC.Cl. Product: [F:1][CH2:2][CH2:3][O:4][C:5]1[CH:10]=[CH:9][C:8]([C:11]2[O:12][C:13]3[C:18]([C:19](=[O:25])[C:20]=2[OH:21])=[CH:17][CH:16]=[C:15]([OH:26])[CH:14]=3)=[CH:7][C:6]=1[OH:30]. The catalyst class is: 12. (3) Reactant: C(O[C:5](=[O:7])[CH3:6])(=O)C.O[NH:9][C:10](=[NH:21])[C:11]1[CH:16]=[CH:15][C:14]([CH3:17])=[C:13]([N+:18]([O-:20])=[O:19])[CH:12]=1.N1C=CC=CC=1.Cl. Product: [CH3:6][C:5]1[O:7][N:21]=[C:10]([C:11]2[CH:16]=[CH:15][C:14]([CH3:17])=[C:13]([N+:18]([O-:20])=[O:19])[CH:12]=2)[N:9]=1. The catalyst class is: 93. (4) Reactant: [CH2:1]([N:3]1[CH2:8][CH2:7][N:6]([C:9]2[C:18]3[C:13](=[CH:14][CH:15]=[CH:16][CH:17]=3)[CH:12]=[C:11]([C:19]3[CH:24]=[CH:23][C:22]([C:25](=[O:37])[NH:26][CH2:27][CH2:28][O:29]CC4C=CC=CC=4)=[CH:21][CH:20]=3)[N:10]=2)[CH2:5][CH2:4]1)[CH3:2].[ClH:38]. Product: [ClH:38].[ClH:38].[CH2:1]([N:3]1[CH2:8][CH2:7][N:6]([C:9]2[C:18]3[C:13](=[CH:14][CH:15]=[CH:16][CH:17]=3)[CH:12]=[C:11]([C:19]3[CH:24]=[CH:23][C:22]([C:25](=[O:37])[NH:26][CH2:27][CH2:28][OH:29])=[CH:21][CH:20]=3)[N:10]=2)[CH2:5][CH2:4]1)[CH3:2]. The catalyst class is: 19. (5) Reactant: [CH2:1]([O:3][C:4](=[O:13])[CH2:5][C:6]1[CH:11]=[CH:10][CH:9]=[C:8]([NH2:12])[CH:7]=1)[CH3:2].[CH:14](O)=[O:15]. Product: [CH2:1]([O:3][C:4](=[O:13])[CH2:5][C:6]1[CH:11]=[CH:10][CH:9]=[C:8]([NH:12][CH:14]=[O:15])[CH:7]=1)[CH3:2]. The catalyst class is: 740. (6) Reactant: [CH:1]([C:4]1[CH:9]=[CH:8][CH:7]=[C:6]([CH:10]([CH3:12])[CH3:11])[C:5]=1[C:13]1[CH:18]=[CH:17][CH:16]=[C:15]([N+:19]([O-])=O)[CH:14]=1)([CH3:3])[CH3:2].[H][H]. Product: [CH:1]([C:4]1[CH:9]=[CH:8][CH:7]=[C:6]([CH:10]([CH3:12])[CH3:11])[C:5]=1[C:13]1[CH:14]=[C:15]([CH:16]=[CH:17][CH:18]=1)[NH2:19])([CH3:2])[CH3:3]. The catalyst class is: 45.